From a dataset of Full USPTO retrosynthesis dataset with 1.9M reactions from patents (1976-2016). Predict the reactants needed to synthesize the given product. (1) Given the product [Br:24][CH2:20][C:27]1[S:31][CH:30]=[C:29]([C:32]#[N:33])[CH:28]=1, predict the reactants needed to synthesize it. The reactants are: C1(P(C2C=CC=CC=2)C2C=CC=CC=2)C=CC=CC=1.[C:20]([Br:24])(Br)(Br)Br.OC[C:27]1[S:31][CH:30]=[C:29]([C:32]#[N:33])[CH:28]=1. (2) Given the product [N:14]1([C:2]([C:8]2[CH:13]=[CH:12][CH:11]=[CH:10][CH:9]=2)([CH3:7])[C:3]([O:5][CH3:6])=[O:4])[CH2:20][CH2:19][CH2:18][CH2:17][CH2:16][CH2:15]1, predict the reactants needed to synthesize it. The reactants are: Br[C:2]([C:8]1[CH:13]=[CH:12][CH:11]=[CH:10][CH:9]=1)([CH3:7])[C:3]([O:5][CH3:6])=[O:4].[NH:14]1[CH2:20][CH2:19][CH2:18][CH2:17][CH2:16][CH2:15]1. (3) Given the product [I:11][C:12]1[CH:23]=[C:22]([N+:24]([O-:26])=[O:25])[CH:21]=[CH:20][C:13]=1[CH:14]=[O:15], predict the reactants needed to synthesize it. The reactants are: [H-].C([Al+]CC(C)C)C(C)C.[I:11][C:12]1[CH:23]=[C:22]([N+:24]([O-:26])=[O:25])[CH:21]=[CH:20][C:13]=1[C:14](N(OC)C)=[O:15].[Cl-].[NH4+].S([O-])([O-])(=O)=O.[Mg+2]. (4) The reactants are: [F:1][C:2]1[CH:3]=[C:4]([N:8]2[CH2:12][C@@H:11]([CH2:13][N:14]3C(=O)C4C(=CC=CC=4)C3=O)[O:10][C:9]2=[O:25])[CH:5]=[CH:6][CH:7]=1.O.NN. Given the product [NH2:14][CH2:13][C@@H:11]1[O:10][C:9](=[O:25])[N:8]([C:4]2[CH:5]=[CH:6][CH:7]=[C:2]([F:1])[CH:3]=2)[CH2:12]1, predict the reactants needed to synthesize it. (5) Given the product [CH2:17]([C:2]1[CH:3]=[C:4]([F:10])[C:5]([C:8]([NH2:9])=[O:12])=[N:6][CH:7]=1)[CH3:18], predict the reactants needed to synthesize it. The reactants are: Br[C:2]1[CH:3]=[C:4]([F:10])[C:5]([C:8]#[N:9])=[N:6][CH:7]=1.C(=O)([O-])[O-:12].[Cs+].[Cs+].[CH2:17]1COC[CH2:18]1. (6) Given the product [CH3:1][O:2][C:3]1[CH:4]=[CH:5][C:6]([CH2:7][N:8]2[CH2:12][CH2:11][CH:10]([C:13]3[N:14]=[CH:15][C:16]([NH2:19])=[CH:17][CH:18]=3)[CH2:9]2)=[CH:22][CH:23]=1, predict the reactants needed to synthesize it. The reactants are: [CH3:1][O:2][C:3]1[CH:23]=[CH:22][C:6]([CH2:7][N:8]2[CH2:12][CH2:11][CH:10]([C:13]3[CH:18]=[CH:17][C:16]([N+:19]([O-])=O)=[CH:15][N:14]=3)[CH2:9]2)=[CH:5][CH:4]=1. (7) Given the product [CH3:17][C:18]1[NH:22][C:21]([C:23]([NH:1][C@H:2]2[CH2:7][CH2:6][N:5]([C:8]([O:10][C:11]([CH3:12])([CH3:13])[CH3:14])=[O:9])[CH2:4][C@H:3]2[O:15][CH3:16])=[O:24])=[N:20][C:19]=1[C:26]([F:29])([F:27])[F:28], predict the reactants needed to synthesize it. The reactants are: [NH2:1][C@H:2]1[CH2:7][CH2:6][N:5]([C:8]([O:10][C:11]([CH3:14])([CH3:13])[CH3:12])=[O:9])[CH2:4][C@H:3]1[O:15][CH3:16].[CH3:17][C:18]1[NH:22][C:21]([C:23](O)=[O:24])=[N:20][C:19]=1[C:26]([F:29])([F:28])[F:27].CCN=C=NCCCN(C)C.Cl.C1C=CC2N(O)N=NC=2C=1. (8) The reactants are: [Cl:1][C:2]1[CH:11]=[C:10]2[C:5]([N:6]=[CH:7][C:8]([CH2:12][CH2:13][C:14]3[N:18]=[C:17]([N:19]4[CH2:23][CH2:22][CH2:21][CH2:20]4)[N:16](CC4C=CC(OC)=CC=4)[N:15]=3)=[N:9]2)=[CH:4][CH:3]=1.FC(F)(F)C(O)=O.C1(OC)C=CC=CC=1.[OH-].[Na+]. Given the product [Cl:1][C:2]1[CH:11]=[C:10]2[C:5]([N:6]=[CH:7][C:8]([CH2:12][CH2:13][C:14]3[N:18]=[C:17]([N:19]4[CH2:23][CH2:22][CH2:21][CH2:20]4)[NH:16][N:15]=3)=[N:9]2)=[CH:4][CH:3]=1, predict the reactants needed to synthesize it.